From a dataset of Forward reaction prediction with 1.9M reactions from USPTO patents (1976-2016). Predict the product of the given reaction. (1) Given the reactants [Cl:1][C:2]1[N:7]=[C:6](Cl)[CH:5]=[C:4]([C:9]2[CH:14]=[CH:13][CH:12]=[CH:11][CH:10]=2)[N:3]=1.O.[NH2:16][NH2:17], predict the reaction product. The product is: [Cl:1][C:2]1[N:7]=[C:6]([NH:16][NH2:17])[CH:5]=[C:4]([C:9]2[CH:14]=[CH:13][CH:12]=[CH:11][CH:10]=2)[N:3]=1. (2) Given the reactants CON(C)[C:4]([C:6]1[N:7]=[CH:8][N:9]([C:11]2[CH:16]=[CH:15][CH:14]=[C:13]([C:17]3[C:18]([Cl:23])=[N:19][CH:20]=[CH:21][CH:22]=3)[CH:12]=2)[CH:10]=1)=[O:5].[CH3:25][C:26]1[S:30][CH:29]=[N:28][CH:27]=1, predict the reaction product. The product is: [Cl:23][C:18]1[C:17]([C:13]2[CH:12]=[C:11]([N:9]3[CH:10]=[C:6]([C:4]([C:29]4[S:30][C:26]([CH3:25])=[CH:27][N:28]=4)=[O:5])[N:7]=[CH:8]3)[CH:16]=[CH:15][CH:14]=2)=[CH:22][CH:21]=[CH:20][N:19]=1.